Dataset: Reaction yield outcomes from USPTO patents with 853,638 reactions. Task: Predict the reaction yield, written as a fraction of the theoretical maximum amount of product (1.0 means a 100% yield; for example, 0.34 means a 34% yield). The reactants are [O:1]1[C:5]2([CH2:9][CH2:8][NH:7][CH2:6]2)[O:4][CH2:3][CH2:2]1.[CH:10]12[O:16][CH:11]1[CH2:12][CH2:13][CH2:14][CH2:15]2. The catalyst is O. The product is [O:1]1[C:5]2([CH2:9][CH2:8][N:7]([C@H:10]3[CH2:15][CH2:14][CH2:13][CH2:12][C@@H:11]3[OH:16])[CH2:6]2)[O:4][CH2:3][CH2:2]1. The yield is 0.790.